This data is from Full USPTO retrosynthesis dataset with 1.9M reactions from patents (1976-2016). The task is: Predict the reactants needed to synthesize the given product. (1) Given the product [Cl:1][C:2]1[CH:7]=[CH:6][C:5]([CH:8]([NH:12][C:13]([N:15]2[CH2:24][CH2:23][C:22]3[CH:21]=[N:20][C:19]([NH:25][CH:26]4[CH2:27][CH2:28][O:29][CH2:30][CH2:31]4)=[N:18][C:17]=3[CH2:16]2)=[O:14])[C:9]([NH:51][NH:50][CH:48]=[O:49])=[O:11])=[CH:4][C:3]=1[F:32], predict the reactants needed to synthesize it. The reactants are: [Cl:1][C:2]1[CH:7]=[CH:6][C:5]([CH:8]([NH:12][C:13]([N:15]2[CH2:24][CH2:23][C:22]3[CH:21]=[N:20][C:19]([NH:25][CH:26]4[CH2:31][CH2:30][O:29][CH2:28][CH2:27]4)=[N:18][C:17]=3[CH2:16]2)=[O:14])[C:9]([OH:11])=O)=[CH:4][C:3]=1[F:32].CCN=C=NCCCN(C)C.C(Cl)(Cl)Cl.[CH:48]([NH:50][NH2:51])=[O:49]. (2) Given the product [CH3:12][O:11][C:4]1[C:3]([NH:2][C:46](=[O:47])[C:45]2[CH:49]=[C:41]([CH2:40][C:34]3[C:35](=[O:39])[C:36]([O:37][CH3:38])=[C:31]([O:30][CH3:29])[C:32](=[O:55])[C:33]=3[CH3:54])[CH:42]=[CH:43][C:44]=2[O:50][C:51](=[O:53])[CH3:52])=[CH:8][CH:7]=[C:6]([O:9][CH3:10])[N:5]=1, predict the reactants needed to synthesize it. The reactants are: Cl.[NH2:2][C:3]1[C:4]([O:11][CH3:12])=[N:5][C:6]([O:9][CH3:10])=[CH:7][CH:8]=1.C(N(CC)CC)C.[Cl-].ClC1N(C)CC[NH+]1C.[CH3:29][O:30][C:31]1[C:32](=[O:55])[C:33]([CH3:54])=[C:34]([CH2:40][C:41]2[CH:42]=[CH:43][C:44]([O:50][C:51](=[O:53])[CH3:52])=[C:45]([CH:49]=2)[C:46](O)=[O:47])[C:35](=[O:39])[C:36]=1[O:37][CH3:38]. (3) Given the product [Cl:29][C:30]([Cl:34])([Cl:33])[C:31](=[NH:32])[O:15][CH:13]([C:10]1[CH:11]=[CH:12][C:3]([C:2]([F:16])([F:1])[F:17])=[C:4]2[C:9]=1[N:8]=[CH:7][CH:6]=[CH:5]2)[CH3:14], predict the reactants needed to synthesize it. The reactants are: [F:1][C:2]([F:17])([F:16])[C:3]1[CH:12]=[CH:11][C:10]([CH:13]([OH:15])[CH3:14])=[C:9]2[C:4]=1[CH:5]=[CH:6][CH:7]=[N:8]2.N12CCCN=C1CCCCC2.[Cl:29][C:30]([Cl:34])([Cl:33])[C:31]#[N:32]. (4) Given the product [Br:1][C:2]1[CH:3]=[C:4]([C:14]([NH:16][CH2:17][C:18]2[C:19](=[O:26])[NH:20][C:21]([CH3:25])=[CH:22][C:23]=2[CH2:24][CH3:27])=[O:15])[C:5]2[CH:10]=[N:9][N:8]([CH:11]([CH3:13])[CH3:12])[C:6]=2[N:7]=1, predict the reactants needed to synthesize it. The reactants are: [Br:1][C:2]1[CH:3]=[C:4]([C:14]([NH:16][CH2:17][C:18]2[C:19](=[O:26])[NH:20][C:21]([CH3:25])=[CH:22][C:23]=2[CH3:24])=[O:15])[C:5]2[CH:10]=[N:9][N:8]([CH:11]([CH3:13])[CH3:12])[C:6]=2[N:7]=1.[CH3:27]S(C)=O.C1CN([P+](ON2N=NC3C=CC=CC2=3)(N2CCCC2)N2CCCC2)CC1.F[P-](F)(F)(F)(F)F.NCC1C(=O)NC(C)=CC=1CC. (5) Given the product [OH:29][CH:26]1[CH2:27][CH2:28][N:24]([CH2:2][C:3]([NH:5][C@H:6]2[CH2:10][CH2:9][N:8]([C:11]([O:13][C:14]([CH3:17])([CH3:16])[CH3:15])=[O:12])[CH2:7]2)=[O:4])[CH2:25]1, predict the reactants needed to synthesize it. The reactants are: Br[CH2:2][C:3]([NH:5][C@H:6]1[CH2:10][CH2:9][N:8]([C:11]([O:13][C:14]([CH3:17])([CH3:16])[CH3:15])=[O:12])[CH2:7]1)=[O:4].C(=O)([O-])[O-].[K+].[K+].[NH:24]1[CH2:28][CH2:27][CH:26]([OH:29])[CH2:25]1.O. (6) Given the product [N:1]1([C:5]2[N:10]=[C:9]([NH:11][C:12](=[O:16])[C:13](=[O:14])[NH:18][NH:17][C:19]3[N:20]=[N:21][C:22]([C:25]4[CH:30]=[CH:29][CH:28]=[CH:27][C:26]=4[C:31]([F:34])([F:32])[F:33])=[CH:23][CH:24]=3)[CH:8]=[CH:7][CH:6]=2)[CH2:4][CH2:3][CH2:2]1, predict the reactants needed to synthesize it. The reactants are: [N:1]1([C:5]2[N:10]=[C:9]([NH:11][C:12](=[O:16])[C:13](Cl)=[O:14])[CH:8]=[CH:7][CH:6]=2)[CH2:4][CH2:3][CH2:2]1.[NH:17]([C:19]1[N:20]=[N:21][C:22]([C:25]2[CH:30]=[CH:29][CH:28]=[CH:27][C:26]=2[C:31]([F:34])([F:33])[F:32])=[CH:23][CH:24]=1)[NH2:18].C(N(CC)CC)C.C([O-])(O)=O.[Na+].